This data is from Full USPTO retrosynthesis dataset with 1.9M reactions from patents (1976-2016). The task is: Predict the reactants needed to synthesize the given product. (1) Given the product [CH2:40]([C:44]1[CH:45]=[C:46]([C:14]2[CH:15]=[CH:16][C:11]([C:8]3[CH:9]=[CH:10][C:5]([CH2:4][CH2:3][C:1]#[N:2])=[CH:6][C:7]=3[CH2:36][CH:37]([CH3:38])[CH3:39])=[CH:12][C:13]=2[CH2:25][C:26]2[C:35]3[C:30](=[CH:31][CH:32]=[CH:33][CH:34]=3)[CH:29]=[CH:28][CH:27]=2)[CH:47]=[CH:48][C:49]=1[O:50][CH3:51])[CH:41]([CH3:42])[CH3:43], predict the reactants needed to synthesize it. The reactants are: [C:1]([CH2:3][CH2:4][C:5]1[CH:10]=[CH:9][C:8]([C:11]2[CH:16]=[CH:15][C:14](OS(C(F)(F)F)(=O)=O)=[C:13]([CH2:25][C:26]3[C:35]4[C:30](=[CH:31][CH:32]=[CH:33][CH:34]=4)[CH:29]=[CH:28][CH:27]=3)[CH:12]=2)=[C:7]([CH2:36][CH:37]([CH3:39])[CH3:38])[CH:6]=1)#[N:2].[CH2:40]([C:44]1[CH:45]=[C:46](B2OC(C)(C)C(C)(C)O2)[CH:47]=[CH:48][C:49]=1[O:50][CH3:51])[CH:41]([CH3:43])[CH3:42].C([O-])([O-])=O.[Na+].[Na+].C(Cl)Cl. (2) The reactants are: [F:1][C:2]1[CH:18]=[CH:17][CH:16]=[C:15]([F:19])[C:3]=1[CH2:4][N:5]1[CH:9]=[C:8]([C:10](OCC)=[O:11])[N:7]=[N:6]1.[NH3:20].C(O)=O. Given the product [CH:17]1[CH:16]=[C:15]([F:19])[C:3]([CH2:4][N:5]2[N:6]=[N:7][C:8]([C:10]([NH2:20])=[O:11])=[CH:9]2)=[C:2]([F:1])[CH:18]=1, predict the reactants needed to synthesize it. (3) Given the product [CH:1]1([N:4]2[C:5]3=[N:6][CH:7]=[CH:8][N:9]=[C:10]3[NH:11][C:17]2=[O:18])[CH2:3][CH2:2]1, predict the reactants needed to synthesize it. The reactants are: [CH:1]1([NH:4][C:5]2[C:10]([NH2:11])=[N:9][CH:8]=[CH:7][N:6]=2)[CH2:3][CH2:2]1.C1N=CN([C:17](N2C=NC=C2)=[O:18])C=1. (4) Given the product [F:1][C:2]1[CH:7]=[C:6]([F:8])[CH:5]=[CH:4][C:3]=1[S:9]([NH:12][C:13]1[C:14]([O:28][CH3:29])=[N:15][CH:16]=[C:17]([C:31]2[CH:36]=[CH:35][N:34]3[N:37]=[CH:38][C:39]([C:40]#[C:41][CH2:42][OH:43])=[C:33]3[CH:32]=2)[CH:18]=1)(=[O:10])=[O:11], predict the reactants needed to synthesize it. The reactants are: [F:1][C:2]1[CH:7]=[C:6]([F:8])[CH:5]=[CH:4][C:3]=1[S:9]([NH:12][C:13]1[C:14]([O:28][CH3:29])=[N:15][CH:16]=[C:17](B2OC(C)(C)C(C)(C)O2)[CH:18]=1)(=[O:11])=[O:10].Br[C:31]1[CH:36]=[CH:35][N:34]2[N:37]=[CH:38][C:39]([C:40]#[C:41][CH2:42][OH:43])=[C:33]2[CH:32]=1.C(Cl)Cl.C([O-])([O-])=O.[Na+].[Na+].